Dataset: Retrosynthesis with 50K atom-mapped reactions and 10 reaction types from USPTO. Task: Predict the reactants needed to synthesize the given product. (1) The reactants are: CCOC(=O)/C(C)=C/[C@H](C(C)C)N(C)C(=O)[C@@H](NC(=O)[C@H](NC)C(C)(C)c1ccsc1)C(C)(C)C. Given the product CN[C@@H](C(=O)N[C@H](C(=O)N(C)[C@H](/C=C(\C)C(=O)O)C(C)C)C(C)(C)C)C(C)(C)c1ccsc1, predict the reactants needed to synthesize it. (2) Given the product O=C(O)c1ccc(C2(NC(=O)C3CC4(CCN3Cc3cccc(C(F)(F)F)c3)CC4)CC2)cc1, predict the reactants needed to synthesize it. The reactants are: COC(=O)c1ccc(C2(NC(=O)C3CC4(CCN3Cc3cccc(C(F)(F)F)c3)CC4)CC2)cc1. (3) Given the product CCOC(=O)c1cc(O)n(CC(=O)N[C@H]2CCCC[C@@H]2OCc2ccccc2)n1, predict the reactants needed to synthesize it. The reactants are: CCOC(=O)c1cc(OCc2ccc(OC)cc2)n(CC(=O)N[C@H]2CCCC[C@@H]2OCc2ccccc2)n1.